This data is from Full USPTO retrosynthesis dataset with 1.9M reactions from patents (1976-2016). The task is: Predict the reactants needed to synthesize the given product. Given the product [Cl:1][C:2]1[CH:3]=[C:4]([CH:8]=[CH:9][C:10]=1[OH:11])[C:5]([NH:40][CH:38]1[CH2:39][C:34]([CH3:43])([CH3:33])[NH:35][C:36]([CH3:42])([CH3:41])[CH2:37]1)=[O:7], predict the reactants needed to synthesize it. The reactants are: [Cl:1][C:2]1[CH:3]=[C:4]([CH:8]=[CH:9][C:10]=1[OH:11])[C:5]([OH:7])=O.C1C=CC2N(O)N=NC=2C=1.CCN=C=NCCCN(C)C.[CH3:33][C:34]1([CH3:43])[CH2:39][CH:38]([NH2:40])[CH2:37][C:36]([CH3:42])([CH3:41])[NH:35]1.